Predict the reactants needed to synthesize the given product. From a dataset of Full USPTO retrosynthesis dataset with 1.9M reactions from patents (1976-2016). (1) Given the product [F:39][C:24]([F:23])([S:35]([O:13][C:9]1[CH:8]=[CH:7][C:6]2[C:11](=[CH:12][C:3]([O:2][CH3:1])=[CH:4][CH:5]=2)[CH:10]=1)(=[O:37])=[O:36])[C:25]([F:33])([F:34])[C:26]([F:32])([F:31])[C:27]([F:30])([F:29])[F:28], predict the reactants needed to synthesize it. The reactants are: [CH3:1][O:2][C:3]1[CH:12]=[C:11]2[C:6]([CH:7]=[CH:8][C:9]([OH:13])=[CH:10]2)=[CH:5][CH:4]=1.C(N(C(C)C)CC)(C)C.[F:23][C:24]([F:39])([S:35](F)(=[O:37])=[O:36])[C:25]([F:34])([F:33])[C:26]([F:32])([F:31])[C:27]([F:30])([F:29])[F:28]. (2) Given the product [CH2:1]([N:5]([CH3:24])[C:6]([C:8]1[CH:13]=[C:12]([C:14]2[CH:19]=[CH:18][C:17]([CH3:20])=[CH:16][CH:15]=2)[CH:11]=[C:10]([C:21]([NH:56][CH:54]([C:49]2[CH:50]=[N:51][CH:52]=[CH:53][N:48]=2)[CH3:55])=[O:22])[CH:9]=1)=[O:7])[CH:2]([CH3:4])[CH3:3], predict the reactants needed to synthesize it. The reactants are: [CH2:1]([N:5]([CH3:24])[C:6]([C:8]1[CH:9]=[C:10]([C:21](O)=[O:22])[CH:11]=[C:12]([C:14]2[CH:19]=[CH:18][C:17]([CH3:20])=[CH:16][CH:15]=2)[CH:13]=1)=[O:7])[CH:2]([CH3:4])[CH3:3].Cl.CN(C)CCCN=C=NCC.O.ON1C2C=CC=CC=2N=N1.[N:48]1[CH:53]=[CH:52][N:51]=[CH:50][C:49]=1[CH:54]([NH2:56])[CH3:55].C(N(CC)C(C)C)(C)C. (3) Given the product [Cl:1][C:2]1[CH:3]=[C:4]2[C:8](=[CH:9][CH:10]=1)[N:7]([CH3:11])[CH:6]=[C:5]2[C:12]1[O:13][C:16]2[CH:17]=[C:18]([CH2:21][C:22]([O:24][CH3:25])=[O:23])[CH:19]=[CH:20][C:15]=2[N:14]=1, predict the reactants needed to synthesize it. The reactants are: [Cl:1][C:2]1[CH:3]=[C:4]2[C:8](=[CH:9][CH:10]=1)[N:7]([CH3:11])[CH:6]=[C:5]2[CH:12]=[O:13].[NH2:14][C:15]1[CH:20]=[CH:19][C:18]([CH2:21][C:22]([O:24][CH3:25])=[O:23])=[CH:17][C:16]=1O.C(O)(=O)C.C(O)(=O)C.IC1C=CC=CC=1. (4) Given the product [C:1]([O:5][C:6](=[O:31])[CH2:7][C@H:8]([NH:12][S:13]([C:16]1[CH:21]=[CH:20][C:19]([NH:22][C:39](=[O:41])[CH3:40])=[CH:18][C:17]=1[O:23][CH2:24][C:25]1[CH:30]=[CH:29][CH:28]=[CH:27][CH:26]=1)(=[O:14])=[O:15])[C:9]([NH2:11])=[O:10])([CH3:4])([CH3:2])[CH3:3], predict the reactants needed to synthesize it. The reactants are: [C:1]([O:5][C:6](=[O:31])[CH2:7][C@H:8]([NH:12][S:13]([C:16]1[CH:21]=[CH:20][C:19]([NH2:22])=[CH:18][C:17]=1[O:23][CH2:24][C:25]1[CH:30]=[CH:29][CH:28]=[CH:27][CH:26]=1)(=[O:15])=[O:14])[C:9]([NH2:11])=[O:10])([CH3:4])([CH3:3])[CH3:2].CCN(CC)CC.[C:39](Cl)(=[O:41])[CH3:40]. (5) Given the product [N:33]1[CH:34]=[CH:35][CH:36]=[C:31]([CH2:30][CH2:29][NH:28][C:26](=[O:27])[NH:25][C:22]2[CH:21]=[CH:20][C:19]([NH:18][S:14]([C:10]3[CH:9]=[C:8]([C:5]4[CH:6]=[CH:7][C:2]([F:1])=[CH:3][CH:4]=4)[CH:13]=[CH:12][CH:11]=3)(=[O:16])=[O:15])=[CH:24][CH:23]=2)[CH:32]=1, predict the reactants needed to synthesize it. The reactants are: [F:1][C:2]1[CH:7]=[CH:6][C:5]([C:8]2[CH:13]=[CH:12][CH:11]=[C:10]([S:14](Cl)(=[O:16])=[O:15])[CH:9]=2)=[CH:4][CH:3]=1.[NH2:18][C:19]1[CH:24]=[CH:23][C:22]([NH:25][C:26]([NH:28][CH2:29][CH2:30][C:31]2[CH:32]=[N:33][CH:34]=[CH:35][CH:36]=2)=[O:27])=[CH:21][CH:20]=1. (6) Given the product [F:1][C:2]1[CH:7]=[CH:6][C:5]([F:8])=[CH:4][C:3]=1[C:9]1[CH2:10][N:11]([C:14]([O:16][C:17]([CH3:20])([CH3:19])[CH3:18])=[O:15])[CH:12]([C:26]2[CH:25]=[CH:24][CH:23]=[C:22]([F:21])[CH:27]=2)[CH:13]=1, predict the reactants needed to synthesize it. The reactants are: [F:1][C:2]1[CH:7]=[CH:6][C:5]([F:8])=[CH:4][C:3]=1[CH:9]1[CH:13]=[CH:12][N:11]([C:14]([O:16][C:17]([CH3:20])([CH3:19])[CH3:18])=[O:15])[CH2:10]1.[F:21][C:22]1[CH:23]=[C:24](I)[CH:25]=[CH:26][CH:27]=1.C1([As](C2C=CC=CC=2)C2C=CC=CC=2)C=CC=CC=1.C(N(CCCC)CCCC)CCC.C([O-])(O)=O.[Na+].